From a dataset of Reaction yield outcomes from USPTO patents with 853,638 reactions. Predict the reaction yield, written as a fraction of the theoretical maximum amount of product (1.0 means a 100% yield; for example, 0.34 means a 34% yield). The reactants are [C:1]([C:5]1[CH:6]=[C:7]([CH:36]=[C:37]([C:39]([O:41]C)=[O:40])[CH:38]=1)[CH2:8][CH:9]([CH2:13][CH2:14][CH2:15][S:16]C(C1C=CC=CC=1)(C1C=CC=CC=1)C1C=CC=CC=1)[C:10]([OH:12])=[O:11])([CH3:4])([CH3:3])[CH3:2].C([SiH](C(C)C)C(C)C)(C)C.FC(F)(F)C(O)=O. The catalyst is ClCCl. The product is [C:39]([C:37]1[CH:36]=[C:7]([CH2:8][CH:9]([CH2:13][CH2:14][CH2:15][SH:16])[C:10]([OH:12])=[O:11])[CH:6]=[C:5]([C:1]([CH3:3])([CH3:4])[CH3:2])[CH:38]=1)([OH:41])=[O:40]. The yield is 0.550.